Dataset: Full USPTO retrosynthesis dataset with 1.9M reactions from patents (1976-2016). Task: Predict the reactants needed to synthesize the given product. (1) Given the product [CH:31]([O:33][C:17]1[CH:16]=[C:15]([CH3:25])[C:14]([O:13][C:12]2[CH:26]=[CH:27][C:9]([O:8][CH2:1][C:2]3[CH:7]=[CH:6][CH:5]=[CH:4][CH:3]=3)=[C:10]([CH:28]([CH3:29])[CH3:30])[CH:11]=2)=[C:22]2[C:18]=1[CH2:19][CH2:20][CH2:21]2)=[O:32], predict the reactants needed to synthesize it. The reactants are: [CH2:1]([O:8][C:9]1[CH:27]=[CH:26][C:12]([O:13][C:14]2[C:22]3[CH2:21][CH2:20][CH2:19][C:18]=3[C:17](C=O)=[CH:16][C:15]=2[CH3:25])=[CH:11][C:10]=1[CH:28]([CH3:30])[CH3:29])[C:2]1[CH:7]=[CH:6][CH:5]=[CH:4][CH:3]=1.[C:31](=O)([O-:33])[OH:32].[Na+].ClC1C=CC=C(C(OO)=O)C=1. (2) Given the product [Cl:6][C:7]1[CH:12]=[CH:11][C:10]([S:13]([CH:16]([C:17]2[CH:22]=[C:21]([F:23])[CH:20]=[CH:19][C:18]=2[F:24])[CH2:26][C:27]([O:29][C:30]([CH3:33])([CH3:32])[CH3:31])=[O:28])(=[O:15])=[O:14])=[CH:9][CH:8]=1, predict the reactants needed to synthesize it. The reactants are: C([Li])CCC.[Cl:6][C:7]1[CH:12]=[CH:11][C:10]([S:13]([CH2:16][C:17]2[CH:22]=[C:21]([F:23])[CH:20]=[CH:19][C:18]=2[F:24])(=[O:15])=[O:14])=[CH:9][CH:8]=1.Br[CH2:26][C:27]([O:29][C:30]([CH3:33])([CH3:32])[CH3:31])=[O:28].[Cl-].[NH4+]. (3) Given the product [CH2:11]([O:10][C:8]([C:7]1[C:2]([NH:16][NH2:17])=[N:3][C:4]([S:13][CH3:14])=[N:5][CH:6]=1)=[O:9])[CH3:12], predict the reactants needed to synthesize it. The reactants are: Cl[C:2]1[C:7]([C:8]([O:10][CH2:11][CH3:12])=[O:9])=[CH:6][N:5]=[C:4]([S:13][CH3:14])[N:3]=1.O.[NH2:16][NH2:17]. (4) Given the product [Cl:1][C:2]1[CH:3]=[C:4]([C:8]2[N:9]=[C:10]([N:16]3[C:20]4[CH:21]=[C:22]([CH2:25][N:27]5[CH2:32][CH2:31][CH2:30][CH2:29][CH2:28]5)[CH:23]=[CH:24][C:19]=4[N:18]=[CH:17]3)[S:11][C:12]=2[C:13]([NH2:15])=[O:14])[CH:5]=[CH:6][CH:7]=1, predict the reactants needed to synthesize it. The reactants are: [Cl:1][C:2]1[CH:3]=[C:4]([C:8]2[N:9]=[C:10]([N:16]3[C:20]4[CH:21]=[C:22]([CH:25]=O)[CH:23]=[CH:24][C:19]=4[N:18]=[CH:17]3)[S:11][C:12]=2[C:13]([NH2:15])=[O:14])[CH:5]=[CH:6][CH:7]=1.[NH:27]1[CH2:32][CH2:31][CH2:30][CH2:29][CH2:28]1.C(O[BH-](OC(=O)C)OC(=O)C)(=O)C.[Na+].[Cl-].[NH4+].C(=O)([O-])[O-].[K+].[K+].